Dataset: Peptide-MHC class II binding affinity with 134,281 pairs from IEDB. Task: Regression. Given a peptide amino acid sequence and an MHC pseudo amino acid sequence, predict their binding affinity value. This is MHC class II binding data. (1) The peptide sequence is MRCVGVGNRDFVEGL. The MHC is DRB1_0101 with pseudo-sequence DRB1_0101. The binding affinity (normalized) is 0.139. (2) The peptide sequence is VVSVSSPDAVTTYNG. The MHC is DRB1_0101 with pseudo-sequence DRB1_0101. The binding affinity (normalized) is 0.704. (3) The peptide sequence is EGEGVFKSIQHLTVT. The MHC is DRB1_0701 with pseudo-sequence DRB1_0701. The binding affinity (normalized) is 0.839. (4) The peptide sequence is MKEGRYEVRAELPGV. The MHC is HLA-DQA10102-DQB10602 with pseudo-sequence HLA-DQA10102-DQB10602. The binding affinity (normalized) is 0.267.